Dataset: Full USPTO retrosynthesis dataset with 1.9M reactions from patents (1976-2016). Task: Predict the reactants needed to synthesize the given product. (1) Given the product [C:5]12([OH:10])[CH2:6][CH:8]3[CH2:17][CH:16]([CH2:15][CH:14]([CH2:23]3)[CH2:21]1)[CH2:22]2, predict the reactants needed to synthesize it. The reactants are: [Mg].BrCC.[C:5]([O:10]CCBr)(=O)[C:6]([CH3:8])=C.[CH:14]12[CH2:23]C3CC([CH2:22][CH:16]([CH2:17]3)[C:15]1=O)[CH2:21]2.Cl.C(OCCC1(O)C2CC3CC(CC1C3)C2)(=O)C(C)=C. (2) Given the product [I:6][C:7]1[CH:12]=[CH:11][C:10]([O:13][CH2:1][C@@H:2]([OH:3])[CH2:4][OH:5])=[CH:9][CH:8]=1, predict the reactants needed to synthesize it. The reactants are: [CH2:1]1[O:3][C@H:2]1[CH2:4][OH:5].[I:6][C:7]1[CH:12]=[CH:11][C:10]([OH:13])=[CH:9][CH:8]=1.C(N(CC)CC)C.